Predict the product of the given reaction. From a dataset of Forward reaction prediction with 1.9M reactions from USPTO patents (1976-2016). Given the reactants [C:1]1(=[O:17])[N:5]([CH2:6][CH2:7][S:8](Cl)(=[O:10])=[O:9])[C:4](=[O:12])[C:3]2=[CH:13][CH:14]=[CH:15][CH:16]=[C:2]12.[NH:18]1[CH2:23][CH2:22][O:21][CH2:20][CH2:19]1, predict the reaction product. The product is: [O:21]1[CH2:22][CH2:23][N:18]([S:8]([CH2:7][CH2:6][N:5]2[C:4](=[O:12])[C:3]3[C:2](=[CH:16][CH:15]=[CH:14][CH:13]=3)[C:1]2=[O:17])(=[O:10])=[O:9])[CH2:19][CH2:20]1.